From a dataset of Forward reaction prediction with 1.9M reactions from USPTO patents (1976-2016). Predict the product of the given reaction. (1) The product is: [NH:17]1[C:18]2[C:14](=[CH:13][C:12]([NH:11][C:9]3[C:10]4[C:2]([C:21]5[CH:26]=[CH:25][CH:24]=[CH:23][CH:22]=5)=[CH:3][NH:4][C:5]=4[N:6]=[CH:7][N:8]=3)=[CH:20][CH:19]=2)[CH:15]=[N:16]1. Given the reactants Br[C:2]1[C:10]2[C:9]([NH:11][C:12]3[CH:13]=[C:14]4[C:18](=[CH:19][CH:20]=3)[NH:17][N:16]=[CH:15]4)=[N:8][CH:7]=[N:6][C:5]=2[NH:4][CH:3]=1.[C:21]1(B(O)O)[CH:26]=[CH:25][CH:24]=[CH:23][CH:22]=1, predict the reaction product. (2) Given the reactants CCCCCCCCCCCCCCC[C:16]([O:18][CH2:19]/[CH:20]=[C:21](/[CH:23]=[CH:24]/[CH:25]=[C:26](/[CH:28]=[CH:29]/[C:30]1[C:35]([CH3:37])([CH3:36])[CH2:34][CH2:33][CH2:32][C:31]=1[CH3:38])\[CH3:27])\[CH3:22])=[O:17].O.C[O-].[Na+].B(F)(F)F, predict the reaction product. The product is: [CH3:38][C:31]1[CH2:32][CH2:33][CH2:34][C:35]([CH3:36])([CH3:37])[C:30]=1[CH:29]=[CH:28][C:26]([CH3:27])=[CH:25][CH:24]=[CH:23][C:21]([CH3:22])=[CH:20][CH2:19][O:18][CH:16]=[O:17]. (3) Given the reactants [CH:1]1([C:7]2([O:36][CH3:37])[CH2:12][CH2:11][N:10]([C:13]3[CH:18]=[CH:17][C:16]([C:19]4[S:23][C:22]([C@H:24]5[CH2:29][CH2:28][C@H:27]([C:30](N(OC)C)=[O:31])[CH2:26][CH2:25]5)=[N:21][N:20]=4)=[CH:15][CH:14]=3)[CH2:9][CH2:8]2)[CH2:6][CH2:5][CH2:4][CH2:3][CH2:2]1.[CH3:38]OCCOC.C[Li].C(OCC)C, predict the reaction product. The product is: [CH:1]1([C:7]2([O:36][CH3:37])[CH2:8][CH2:9][N:10]([C:13]3[CH:14]=[CH:15][C:16]([C:19]4[S:23][C:22]([C@H:24]5[CH2:25][CH2:26][C@H:27]([C:30](=[O:31])[CH3:38])[CH2:28][CH2:29]5)=[N:21][N:20]=4)=[CH:17][CH:18]=3)[CH2:11][CH2:12]2)[CH2:6][CH2:5][CH2:4][CH2:3][CH2:2]1. (4) The product is: [Cl:20][C:17]([F:19])([F:18])[O:16][C:13]1[CH:14]=[CH:15][C:10]([NH:9][C:7]([C:6]2[CH:21]=[C:2]([C:31]3[CH:32]=[N:33][CH:34]=[C:29]([F:28])[CH:30]=3)[C:3]([N:22]3[CH2:26][CH2:25][C@@H:24]([OH:27])[CH2:23]3)=[N:4][CH:5]=2)=[O:8])=[CH:11][CH:12]=1. Given the reactants Br[C:2]1[C:3]([N:22]2[CH2:26][CH2:25][C@@H:24]([OH:27])[CH2:23]2)=[N:4][CH:5]=[C:6]([CH:21]=1)[C:7]([NH:9][C:10]1[CH:15]=[CH:14][C:13]([O:16][C:17]([Cl:20])([F:19])[F:18])=[CH:12][CH:11]=1)=[O:8].[F:28][C:29]1[CH:30]=[C:31](B(O)O)[CH:32]=[N:33][CH:34]=1, predict the reaction product. (5) Given the reactants [NH:1]1[CH2:6][CH2:5][CH:4]([NH:7][C:8](=[O:14])[O:9][C:10]([CH3:13])([CH3:12])[CH3:11])[CH2:3][CH2:2]1.Br[CH2:16][CH2:17][O:18][CH3:19].[I-].[K+].C([O-])([O-])=O.[K+].[K+], predict the reaction product. The product is: [CH3:19][O:18][CH2:17][CH2:16][N:1]1[CH2:2][CH2:3][CH:4]([NH:7][C:8](=[O:14])[O:9][C:10]([CH3:11])([CH3:13])[CH3:12])[CH2:5][CH2:6]1. (6) Given the reactants [CH3:1][O:2][C:3](=[O:36])[C:4]1[CH:9]=[C:8]([O:10][C:11]2[CH:16]=[CH:15][C:14]([N+:17]([O-])=O)=[C:13]([NH:20][CH2:21][CH2:22][CH2:23][CH3:24])[CH:12]=2)[CH:7]=[CH:6][C:5]=1[NH:25][S:26]([C:29]1[CH:34]=[CH:33][C:32]([CH3:35])=[CH:31][CH:30]=1)(=[O:28])=[O:27].[H][H], predict the reaction product. The product is: [CH3:1][O:2][C:3](=[O:36])[C:4]1[CH:9]=[C:8]([O:10][C:11]2[CH:16]=[CH:15][C:14]([NH2:17])=[C:13]([NH:20][CH2:21][CH2:22][CH2:23][CH3:24])[CH:12]=2)[CH:7]=[CH:6][C:5]=1[NH:25][S:26]([C:29]1[CH:30]=[CH:31][C:32]([CH3:35])=[CH:33][CH:34]=1)(=[O:28])=[O:27]. (7) Given the reactants [Si]([O:8][CH2:9][C:10]1[CH:11]=[C:12]([CH2:25][C:26]([CH3:29])([CH3:28])[CH3:27])[C:13]([C:16]2[CH:21]=[C:20]([O:22][CH3:23])[CH:19]=[CH:18][C:17]=2[F:24])=[N:14][CH:15]=1)(C(C)(C)C)(C)C.[F-].C([N+](CCCC)(CCCC)CCCC)CCC.O, predict the reaction product. The product is: [F:24][C:17]1[CH:18]=[CH:19][C:20]([O:22][CH3:23])=[CH:21][C:16]=1[C:13]1[N:14]=[CH:15][C:10]([CH2:9][OH:8])=[CH:11][C:12]=1[CH2:25][C:26]([CH3:29])([CH3:28])[CH3:27]. (8) The product is: [C:1]([O:5][C:6](=[O:7])[N:8]([CH2:9][CH2:10][NH:11][C:12]1[N:17]2[N:18]=[C:19]([CH3:34])[C:20]([C:21]3[C:22]([Cl:33])=[CH:23][C:24]([C:54]#[C:53][Si:50]([CH3:52])([CH3:51])[CH3:49])=[CH:25][C:26]=3[Cl:27])=[C:16]2[N:15]=[C:14]([CH3:35])[CH:13]=1)[CH:36]1[CH2:37][CH2:38][O:39][CH2:40][CH2:41]1)([CH3:4])([CH3:2])[CH3:3]. Given the reactants [C:1]([O:5][C:6]([N:8]([CH:36]1[CH2:41][CH2:40][O:39][CH2:38][CH2:37]1)[CH2:9][CH2:10][NH:11][C:12]1[N:17]2[N:18]=[C:19]([CH3:34])[C:20]([C:21]3[C:26]([Cl:27])=[CH:25][C:24](OS(C)(=O)=O)=[CH:23][C:22]=3[Cl:33])=[C:16]2[N:15]=[C:14]([CH3:35])[CH:13]=1)=[O:7])([CH3:4])([CH3:3])[CH3:2].C(N(CC)CC)C.[CH3:49][Si:50]([C:53]#[CH:54])([CH3:52])[CH3:51], predict the reaction product. (9) Given the reactants Cl.[CH3:2][N:3]1[CH2:8][CH2:7][N:6]([C:9]2[CH:14]=[CH:13][CH:12]=[CH:11][C:10]=2[C:15](=[O:29])/[CH:16]=[CH:17]/[C:18]2[CH:19]=[CH:20][C:21](/[CH:24]=[CH:25]/[C:26]([OH:28])=O)=[N:22][CH:23]=2)[CH2:5][CH2:4]1.C1C=CC2[N:38]([OH:39])N=NC=2C=1.C(Cl)CCl.NOC1CCCCO1, predict the reaction product. The product is: [OH:39][NH:38][C:26](=[O:28])/[CH:25]=[CH:24]/[C:21]1[CH:20]=[CH:19][C:18](/[CH:17]=[CH:16]/[C:15]([C:10]2[CH:11]=[CH:12][CH:13]=[CH:14][C:9]=2[N:6]2[CH2:5][CH2:4][N:3]([CH3:2])[CH2:8][CH2:7]2)=[O:29])=[CH:23][N:22]=1.